Dataset: Reaction yield outcomes from USPTO patents with 853,638 reactions. Task: Predict the reaction yield, written as a fraction of the theoretical maximum amount of product (1.0 means a 100% yield; for example, 0.34 means a 34% yield). No catalyst specified. The product is [ClH:1].[Cl:20][C:21]1[CH:22]=[C:23]([CH:25]=[CH:26][C:27]=1[N:28]([CH3:35])[C:29]1[CH:34]=[CH:33][CH:32]=[CH:31][N:30]=1)[NH:24][C:4]1[N:3]=[CH:2][C:11]2[C:6](=[CH:7][CH:8]=[CH:9][C:10]=2[O:12][CH:13]2[CH2:18][CH2:17][N:16]([CH3:19])[CH2:15][CH2:14]2)[N:5]=1. The reactants are [Cl:1][C:2]1[C:11]2[C:6](=[CH:7][CH:8]=[CH:9][C:10]=2[O:12][CH:13]2[CH2:18][CH2:17][N:16]([CH3:19])[CH2:15][CH2:14]2)[N:5]=[CH:4][N:3]=1.[Cl:20][C:21]1[CH:22]=[C:23]([CH:25]=[CH:26][C:27]=1[N:28]([CH3:35])[C:29]1[CH:34]=[CH:33][CH:32]=[CH:31][N:30]=1)[NH2:24]. The yield is 0.850.